From a dataset of Reaction yield outcomes from USPTO patents with 853,638 reactions. Predict the reaction yield, written as a fraction of the theoretical maximum amount of product (1.0 means a 100% yield; for example, 0.34 means a 34% yield). (1) The reactants are [Cl:1][C:2]1[CH:7]=[CH:6][C:5]([O:8][C:9]2[CH:14]=[CH:13][C:12]([CH:15]=[CH2:16])=[CH:11][CH:10]=2)=[CH:4][C:3]=1[O:17][C:18]([F:21])([F:20])[F:19].B1C2CCCC1CCC2.[OH-:31].[Na+].OO. The catalyst is C1COCC1. The product is [Cl:1][C:2]1[CH:7]=[CH:6][C:5]([O:8][C:9]2[CH:10]=[CH:11][C:12]([CH2:15][CH2:16][OH:31])=[CH:13][CH:14]=2)=[CH:4][C:3]=1[O:17][C:18]([F:20])([F:19])[F:21]. The yield is 0.355. (2) The catalyst is COCCOC.O.C1C=CC([P]([Pd]([P](C2C=CC=CC=2)(C2C=CC=CC=2)C2C=CC=CC=2)([P](C2C=CC=CC=2)(C2C=CC=CC=2)C2C=CC=CC=2)[P](C2C=CC=CC=2)(C2C=CC=CC=2)C2C=CC=CC=2)(C2C=CC=CC=2)C2C=CC=CC=2)=CC=1. The yield is 0.670. The product is [CH3:25][C:20]([C:17]1[CH:18]=[CH:19][C:14]([C:12](=[O:13])[NH:11][C:9]2[N:10]=[C:5]3[CH:4]=[CH:3][C:2]([C:29]4[CH:30]=[CH:31][S:27][CH:28]=4)=[CH:7][N:6]3[CH:8]=2)=[CH:15][CH:16]=1)([CH3:26])[C:21]([O:23][CH3:24])=[O:22]. The reactants are I[C:2]1[CH:3]=[CH:4][C:5]2[N:6]([CH:8]=[C:9]([NH:11][C:12]([C:14]3[CH:19]=[CH:18][C:17]([C:20]([CH3:26])([CH3:25])[C:21]([O:23][CH3:24])=[O:22])=[CH:16][CH:15]=3)=[O:13])[N:10]=2)[CH:7]=1.[S:27]1[CH:31]=[CH:30][C:29](B(O)O)=[CH:28]1.C(=O)([O-])[O-].[Na+].[Na+]. (3) The reactants are [CH:1]1([NH:6][C:7]([N:9]2[C:17]3[C:12](=[CH:13][C:14]([O:18][C:19]4[CH:24]=[CH:23][N:22]=[C:21]([N:25]([C:35]([O:37]C5C=CC=CC=5)=O)C(=O)OC5C=CC=CC=5)[CH:20]=4)=[CH:15][CH:16]=3)[CH:11]=[CH:10]2)=[O:8])[CH2:5][CH2:4][CH2:3][CH2:2]1.[NH:44]1[CH2:49][CH2:48][O:47][CH2:46][CH2:45]1. The catalyst is CN(C)C=O. The product is [CH:1]1([NH:6][C:7]([N:9]2[C:17]3[C:12](=[CH:13][C:14]([O:18][C:19]4[CH:24]=[CH:23][N:22]=[C:21]([NH:25][C:35]([N:44]5[CH2:49][CH2:48][O:47][CH2:46][CH2:45]5)=[O:37])[CH:20]=4)=[CH:15][CH:16]=3)[CH:11]=[CH:10]2)=[O:8])[CH2:2][CH2:3][CH2:4][CH2:5]1. The yield is 0.900.